This data is from Peptide-MHC class II binding affinity with 134,281 pairs from IEDB. The task is: Regression. Given a peptide amino acid sequence and an MHC pseudo amino acid sequence, predict their binding affinity value. This is MHC class II binding data. (1) The peptide sequence is EWVAMTKGEGGVWTF. The MHC is DRB4_0101 with pseudo-sequence DRB4_0103. The binding affinity (normalized) is 0.205. (2) The peptide sequence is YDKFLANVSLVLTGK. The MHC is DRB1_0404 with pseudo-sequence DRB1_0404. The binding affinity (normalized) is 0.407. (3) The peptide sequence is CISMIGLCACVVDVW. The MHC is HLA-DPA10201-DPB10501 with pseudo-sequence HLA-DPA10201-DPB10501. The binding affinity (normalized) is 0.0331. (4) The binding affinity (normalized) is 0.205. The peptide sequence is LVKPGAGIMIFDPYG. The MHC is DRB1_1302 with pseudo-sequence DRB1_1302. (5) The binding affinity (normalized) is 0.348. The MHC is DRB1_1101 with pseudo-sequence DRB1_1101. The peptide sequence is QWKTANEAVQDPKFW. (6) The peptide sequence is KPAAAATATATSAVG. The MHC is HLA-DQA10501-DQB10301 with pseudo-sequence HLA-DQA10501-DQB10301. The binding affinity (normalized) is 0.807. (7) The peptide sequence is EPLQGPFNFRFLTEKGMKNV. The MHC is DRB1_1302 with pseudo-sequence DRB1_1302. The binding affinity (normalized) is 0.0987. (8) The peptide sequence is LRPGGKKKYKLKHIV. The MHC is DRB1_0103 with pseudo-sequence DRB1_0103. The binding affinity (normalized) is 0. (9) The peptide sequence is EICFDGEEETSFFKS. The MHC is DRB1_0101 with pseudo-sequence DRB1_0101. The binding affinity (normalized) is 0.336.